This data is from Forward reaction prediction with 1.9M reactions from USPTO patents (1976-2016). The task is: Predict the product of the given reaction. (1) Given the reactants [NH2:1][CH2:2][C:3]1[CH:8]=[CH:7][C:6]([C:9]2[C:10]([O:17][CH3:18])=[N:11][CH:12]=[C:13]([CH:16]=2)[C:14]#[N:15])=[CH:5][CH:4]=1.C(N(CC)CC)C.[F:26][C:27]([F:40])([F:39])[O:28][C:29]1[CH:34]=[CH:33][CH:32]=[CH:31][C:30]=1[S:35](Cl)(=[O:37])=[O:36], predict the reaction product. The product is: [C:14]([C:13]1[CH:16]=[C:9]([C:6]2[CH:5]=[CH:4][C:3]([CH2:2][NH:1][S:35]([C:30]3[CH:31]=[CH:32][CH:33]=[CH:34][C:29]=3[O:28][C:27]([F:26])([F:39])[F:40])(=[O:37])=[O:36])=[CH:8][CH:7]=2)[C:10]([O:17][CH3:18])=[N:11][CH:12]=1)#[N:15]. (2) Given the reactants [CH2:1]([O:8]N)[C:2]1[CH:7]=[CH:6][CH:5]=[CH:4][CH:3]=1.Cl.C(Cl)Cl.[BH3-][C:15]#[N:16].[Na+].Cl, predict the reaction product. The product is: [CH2:1]([O:8][NH:16][CH2:15][C:2]1[CH:7]=[CH:6][CH:5]=[CH:4][CH:3]=1)[C:2]1[CH:7]=[CH:6][CH:5]=[CH:4][CH:3]=1. (3) Given the reactants CN(C)[CH:3]=[C:4]([C:17]1[CH:18]=[CH:19][C:20](=[O:26])[N:21]([CH:23]([CH3:25])[CH3:24])[N:22]=1)[C:5](=O)[C:6]1[CH:11]=[CH:10][CH:9]=[CH:8][C:7]=1[C:12]([F:15])([F:14])[F:13].Cl.[NH2:29][C:30]([NH2:32])=[NH:31], predict the reaction product. The product is: [NH2:31][C:30]1[N:32]=[C:5]([C:6]2[CH:11]=[CH:10][CH:9]=[CH:8][C:7]=2[C:12]([F:13])([F:14])[F:15])[C:4]([C:17]2[CH:18]=[CH:19][C:20](=[O:26])[N:21]([CH:23]([CH3:24])[CH3:25])[N:22]=2)=[CH:3][N:29]=1. (4) Given the reactants [Cl-].[In+3].[Cl-].[Cl-].FC(F)(F)C(O)=O.[F:12][C:13]1[CH:18]=[C:17]([CH3:19])[CH:16]=[CH:15][C:14]=1[CH:20](O)[CH:21]1[CH2:23][CH:22]1[C:24]#[N:25].[F:27][C:28]1[CH:29]=[C:30]2[C:34](=[C:35]([CH2:37][S:38]([CH3:41])(=[O:40])=[O:39])[CH:36]=1)[NH:33][CH:32]=[CH:31]2, predict the reaction product. The product is: [F:12][C:13]1[CH:18]=[C:17]([CH3:19])[CH:16]=[CH:15][C:14]=1[CH:20]([C:31]1[C:30]2[C:34](=[C:35]([CH2:37][S:38]([CH3:41])(=[O:39])=[O:40])[CH:36]=[C:28]([F:27])[CH:29]=2)[NH:33][CH:32]=1)[CH:21]1[CH2:23][CH:22]1[C:24]#[N:25]. (5) Given the reactants [CH3:1][C@:2]1([NH:20][C:21](=[O:27])[O:22][C:23]([CH3:26])([CH3:25])[CH3:24])[CH2:6][CH2:5][N:4]([C@@H:7]([C:12]2[CH:13]=[N:14][C:15]([NH:18][NH2:19])=[CH:16][CH:17]=2)[C:8]([F:11])([F:10])[F:9])[CH2:3]1.[CH:28]([O:31][C:32]1[CH:33]=[CH:34][CH:35]=[C:36]2[C:41]=1[N:40]=[C:39]([CH:42]=O)[CH:38]=[CH:37]2)([CH3:30])[CH3:29], predict the reaction product. The product is: [CH3:1][C@:2]1([NH:20][C:21](=[O:27])[O:22][C:23]([CH3:26])([CH3:25])[CH3:24])[CH2:6][CH2:5][N:4]([C@@H:7]([C:12]2[CH:13]=[N:14][C:15]([NH:18]/[N:19]=[CH:42]/[C:39]3[CH:38]=[CH:37][C:36]4[C:41](=[C:32]([O:31][CH:28]([CH3:30])[CH3:29])[CH:33]=[CH:34][CH:35]=4)[N:40]=3)=[CH:16][CH:17]=2)[C:8]([F:9])([F:10])[F:11])[CH2:3]1. (6) The product is: [ClH:21].[ClH:21].[C:1]12([CH2:11][NH:12][C:13](=[O:14])[C:15]3[C:20]([Cl:21])=[CH:19][N:18]=[C:17]([CH2:22][CH2:23][CH2:24][NH:25][CH2:33][CH2:34][CH2:35][OH:36])[CH:16]=3)[CH2:8][CH:7]3[CH2:9][CH:3]([CH2:4][CH:5]([CH2:6]3)[CH2:10]1)[CH2:2]2. Given the reactants [C:1]12([CH2:11][NH:12][C:13]([C:15]3[C:20]([Cl:21])=[CH:19][N:18]=[C:17]([CH2:22][CH2:23][CH2:24][N:25]([CH2:33][CH2:34][CH2:35][O:36][Si](C(C)(C)C)(C)C)C(=O)OC(C)(C)C)[CH:16]=3)=[O:14])[CH2:10][CH:5]3[CH2:6][CH:7]([CH2:9][CH:3]([CH2:4]3)[CH2:2]1)[CH2:8]2, predict the reaction product. (7) Given the reactants [Br:1][CH2:2][CH2:3][CH2:4][CH2:5][C:6]1[CH:10]=[CH:9][S:8][CH:7]=1.C(O)(=O)C.C1C(=O)N([Br:22])C(=O)C1, predict the reaction product. The product is: [Br:22][C:7]1[S:8][CH:9]=[CH:10][C:6]=1[CH2:5][CH2:4][CH2:3][CH2:2][Br:1]. (8) Given the reactants [OH:1][C@@H:2]1[C@@H:10]([C@@H:11]([OH:16])[C:12]([F:15])([F:14])[F:13])[O:9][C@H:8]2[C@H:4]([N:5]=[C:6]([N:17]([CH2:25][CH3:26])[C:18](=[O:24])[O:19][C:20]([CH3:23])([CH3:22])[CH3:21])[S:7]2)[C@H:3]1[OH:27].[Li+].[CH3:29][Si]([N-][Si](C)(C)C)(C)C.CI, predict the reaction product. The product is: [OH:1][C@@H:2]1[C@@H:10]([C@@H:11]([O:16][CH3:29])[C:12]([F:14])([F:13])[F:15])[O:9][C@H:8]2[C@H:4]([N:5]=[C:6]([N:17]([CH2:25][CH3:26])[C:18](=[O:24])[O:19][C:20]([CH3:22])([CH3:23])[CH3:21])[S:7]2)[C@H:3]1[OH:27]. (9) Given the reactants C(OC(=O)[NH:7][CH:8]1[CH2:12][CH2:11][N:10]([C:13]2[CH:14]=[N:15][C:16]([O:22][C:23]3[CH:28]=[CH:27][C:26]([O:29][C:30]4[CH:35]=[CH:34][CH:33]=[C:32]([F:36])[CH:31]=4)=[CH:25][CH:24]=3)=[C:17]([C:19](=[O:21])[NH2:20])[CH:18]=2)[CH2:9]1)(C)(C)C.Cl, predict the reaction product. The product is: [NH2:7][CH:8]1[CH2:12][CH2:11][N:10]([C:13]2[CH:14]=[N:15][C:16]([O:22][C:23]3[CH:24]=[CH:25][C:26]([O:29][C:30]4[CH:35]=[CH:34][CH:33]=[C:32]([F:36])[CH:31]=4)=[CH:27][CH:28]=3)=[C:17]([CH:18]=2)[C:19]([NH2:20])=[O:21])[CH2:9]1. (10) Given the reactants C(=[N:14][C:15]1[CH:16]=[CH:17][C:18](=[O:27])[N:19]([C:21]2[CH:26]=[CH:25][CH:24]=[CH:23][CH:22]=2)[CH:20]=1)(C1C=CC=CC=1)C1C=CC=CC=1.[ClH:28], predict the reaction product. The product is: [ClH:28].[NH2:14][C:15]1[CH:16]=[CH:17][C:18](=[O:27])[N:19]([C:21]2[CH:22]=[CH:23][CH:24]=[CH:25][CH:26]=2)[CH:20]=1.